This data is from Peptide-MHC class I binding affinity with 185,985 pairs from IEDB/IMGT. The task is: Regression. Given a peptide amino acid sequence and an MHC pseudo amino acid sequence, predict their binding affinity value. This is MHC class I binding data. (1) The peptide sequence is TVNDIQKLVGV. The MHC is HLA-B27:05 with pseudo-sequence HLA-B27:05. The binding affinity (normalized) is 0. (2) The peptide sequence is SELTVSPPD. The MHC is HLA-B57:01 with pseudo-sequence HLA-B57:01. The binding affinity (normalized) is 0.0847. (3) The peptide sequence is NPNMIDKTPV. The MHC is HLA-B07:02 with pseudo-sequence HLA-B07:02. The binding affinity (normalized) is 0.446. (4) The peptide sequence is NLFSKNILK. The MHC is HLA-A33:01 with pseudo-sequence HLA-A33:01. The binding affinity (normalized) is 0.569. (5) The peptide sequence is ESTINLLPY. The MHC is HLA-A26:01 with pseudo-sequence HLA-A26:01. The binding affinity (normalized) is 0.455. (6) The peptide sequence is DENPVVHFF. The MHC is H-2-Kk with pseudo-sequence H-2-Kk. The binding affinity (normalized) is 0.987.